The task is: Predict the reaction yield, written as a fraction of the theoretical maximum amount of product (1.0 means a 100% yield; for example, 0.34 means a 34% yield).. This data is from Reaction yield outcomes from USPTO patents with 853,638 reactions. (1) The catalyst is CC(C)=O. The reactants are Br[CH2:2][C:3]([C:5]1[CH:14]=[C:13]([O:15][CH3:16])[C:8]2[O:9][CH2:10][CH2:11][O:12][C:7]=2[C:6]=1[O:17][CH3:18])=[O:4].[C:19]1([C:25](=[O:35])[CH2:26][C:27]([C:29]2[CH:34]=[CH:33][CH:32]=[CH:31][CH:30]=2)=[O:28])[CH:24]=[CH:23][CH:22]=[CH:21][CH:20]=1.C([O-])([O-])=O.[K+].[K+]. The yield is 0.700. The product is [C:27]([CH:26]([CH2:2][C:3]([C:5]1[CH:14]=[C:13]([O:15][CH3:16])[C:8]2[O:9][CH2:10][CH2:11][O:12][C:7]=2[C:6]=1[O:17][CH3:18])=[O:4])[C:25]([C:19]1[CH:24]=[CH:23][CH:22]=[CH:21][CH:20]=1)=[O:35])(=[O:28])[C:29]1[CH:30]=[CH:31][CH:32]=[CH:33][CH:34]=1. (2) The reactants are [NH2:1][C:2]1[CH:3]=[C:4]([CH:9]=[CH:10][N:11]=1)[C:5]([O:7][CH3:8])=[O:6].[F:12][C:13]([F:23])([F:22])[C:14]1[CH:15]=[C:16]([CH:19]=[CH:20][CH:21]=1)[CH:17]=O.C(O)(=O)C.[Na]. The catalyst is O1CCCC1.C(OCC)(=O)C. The product is [F:12][C:13]([F:22])([F:23])[C:14]1[CH:15]=[C:16]([CH:19]=[CH:20][CH:21]=1)[CH2:17][NH:1][C:2]1[CH:3]=[C:4]([CH:9]=[CH:10][N:11]=1)[C:5]([O:7][CH3:8])=[O:6]. The yield is 0.340. (3) The reactants are [CH2:1]1[C:10]2[C:5](=[CH:6][CH:7]=[CH:8][CH:9]=2)[CH2:4][CH2:3][C:2]1=O.[CH3:12]OC(OC)N(C)C.[NH:20]([C:22]1[CH:23]=[C:24]([CH:28]=[CH:29][CH:30]=1)[C:25]([OH:27])=[O:26])[NH2:21]. The catalyst is O. The product is [CH:12]1[C:1]2[C:10]3[CH:9]=[CH:8][CH:7]=[CH:6][C:5]=3[CH2:4][CH2:3][C:2]=2[N:20]([C:22]2[CH:23]=[C:24]([CH:28]=[CH:29][CH:30]=2)[C:25]([OH:27])=[O:26])[N:21]=1. The yield is 0.630. (4) The catalyst is C1COCC1.O.[OH-].[Na+]. The product is [CH3:1][C:2]1[O:6][N:5]=[C:4]([C:7]2[CH:12]=[CH:11][N:10]=[CH:9][N:8]=2)[C:3]=1[CH2:13][OH:14]. The reactants are [CH3:1][C:2]1[O:6][N:5]=[C:4]([C:7]2[CH:12]=[CH:11][N:10]=[CH:9][N:8]=2)[C:3]=1[C:13](O)=[O:14].C(N(CC)CC)C.C(OC(Cl)=O)C.[BH4-].[Na+]. The yield is 0.190. (5) The reactants are [C:1]([O:5][C:6]([NH:8][CH2:9][C:10]1[CH:11]=[CH:12][C:13]([F:19])=[C:14](B(O)O)[CH:15]=1)=[O:7])([CH3:4])([CH3:3])[CH3:2].Cl.Cl[C:22]1[CH:27]=[CH:26][N:25]=[CH:24][CH:23]=1.C([O-])([O-])=O.[Na+].[Na+]. The catalyst is C(COC)OC.O.C1C=CC([P]([Pd]([P](C2C=CC=CC=2)(C2C=CC=CC=2)C2C=CC=CC=2)([P](C2C=CC=CC=2)(C2C=CC=CC=2)C2C=CC=CC=2)[P](C2C=CC=CC=2)(C2C=CC=CC=2)C2C=CC=CC=2)(C2C=CC=CC=2)C2C=CC=CC=2)=CC=1. The product is [C:1]([O:5][C:6](=[O:7])[NH:8][CH2:9][C:10]1[CH:11]=[CH:12][C:13]([F:19])=[C:14]([C:22]2[CH:27]=[CH:26][N:25]=[CH:24][CH:23]=2)[CH:15]=1)([CH3:4])([CH3:3])[CH3:2]. The yield is 0.590. (6) The reactants are [Cl:1][C:2]1[N:12]=[C:11]2[C:5]([NH:6][C:7](=[O:20])[C:8]([CH3:19])([CH3:18])[CH2:9][N:10]2[CH:13]2[CH2:17][CH2:16][CH2:15][CH2:14]2)=[CH:4][N:3]=1.[CH3:21]I.[H-].[Na+]. The catalyst is CC(N(C)C)=O. The product is [Cl:1][C:2]1[N:12]=[C:11]2[C:5]([N:6]([CH3:21])[C:7](=[O:20])[C:8]([CH3:18])([CH3:19])[CH2:9][N:10]2[CH:13]2[CH2:17][CH2:16][CH2:15][CH2:14]2)=[CH:4][N:3]=1. The yield is 0.920.